Dataset: Full USPTO retrosynthesis dataset with 1.9M reactions from patents (1976-2016). Task: Predict the reactants needed to synthesize the given product. (1) Given the product [Cl:1][C:2]1[CH:3]=[C:4]([F:40])[C:5]2[N:11]3[CH:12]=[CH:13][CH:14]=[C:10]3[C@@H:9]([CH2:15][CH2:16][CH2:17][N:18]3[C:22]([CH2:23][C:24]([OH:26])=[O:25])=[N:21][N:20]=[N:19]3)[O:8][C@H:7]([C:29]3[CH:34]=[CH:33][CH:32]=[C:31]([O:35][CH3:36])[C:30]=3[O:37][CH3:38])[C:6]=2[CH:39]=1, predict the reactants needed to synthesize it. The reactants are: [Cl:1][C:2]1[CH:3]=[C:4]([F:40])[C:5]2[N:11]3[CH:12]=[CH:13][CH:14]=[C:10]3[C@@H:9]([CH2:15][CH2:16][CH2:17][N:18]3[C:22]([CH2:23][C:24]([O:26]CC)=[O:25])=[N:21][N:20]=[N:19]3)[O:8][C@H:7]([C:29]3[CH:34]=[CH:33][CH:32]=[C:31]([O:35][CH3:36])[C:30]=3[O:37][CH3:38])[C:6]=2[CH:39]=1.C(=O)([O-])[O-].[K+].[K+].Cl.C(OCC)(=O)C. (2) Given the product [CH3:8][C:3]1[CH:4]=[N:14][C:13]2[N:9]([N:10]=[CH:11][N:12]=2)[C:2]=1[OH:1], predict the reactants needed to synthesize it. The reactants are: [OH:1][CH:2]=[C:3]([CH3:8])[C:4](OC)=O.[NH:9]1[C:13]([NH2:14])=[N:12][CH:11]=[N:10]1.